From a dataset of Forward reaction prediction with 1.9M reactions from USPTO patents (1976-2016). Predict the product of the given reaction. (1) Given the reactants [Br:1][C:2]1[CH:7]=[CH:6][C:5]([CH:8]2[CH2:13][CH:12]([S:14]([C:17]3[CH:18]=[C:19]([OH:23])[CH:20]=[CH:21][CH:22]=3)(=[O:16])=[O:15])[CH2:11][CH2:10][O:9]2)=[C:4]([F:24])[CH:3]=1.[CH3:25]C(C)([O-])C.[K+].CI, predict the reaction product. The product is: [Br:1][C:2]1[CH:7]=[CH:6][C:5]([CH:8]2[CH2:13][C:12]([S:14]([C:17]3[CH:18]=[C:19]([OH:23])[CH:20]=[CH:21][CH:22]=3)(=[O:16])=[O:15])([CH3:25])[CH2:11][CH2:10][O:9]2)=[C:4]([F:24])[CH:3]=1. (2) Given the reactants [N:1]1[N:2]=[C:3]([SH:6])[NH:4][CH:5]=1.C(=O)([O-])[O-].[K+].[K+].[C:13]([O:17][C:18]([NH:20][C@@:21]1([C:49]([O:51][CH2:52][C:53]2[CH:58]=[CH:57][CH:56]=[CH:55][C:54]=2[F:59])=[O:50])[CH2:26][C@H:25](OS(C2C=CC(C)=CC=2)(=O)=O)[C@@H:24]2[C@H:22]1[C@H:23]2[C:38]([O:40][CH2:41][C:42]1[CH:47]=[CH:46][CH:45]=[CH:44][C:43]=1[F:48])=[O:39])=[O:19])([CH3:16])([CH3:15])[CH3:14], predict the reaction product. The product is: [C:13]([O:17][C:18]([NH:20][C@@:21]1([C:49]([O:51][CH2:52][C:53]2[CH:58]=[CH:57][CH:56]=[CH:55][C:54]=2[F:59])=[O:50])[CH2:26][C@@H:25]([S:6][C:3]2[NH:4][CH:5]=[N:1][N:2]=2)[C@@H:24]2[C@H:22]1[C@H:23]2[C:38]([O:40][CH2:41][C:42]1[CH:47]=[CH:46][CH:45]=[CH:44][C:43]=1[F:48])=[O:39])=[O:19])([CH3:16])([CH3:14])[CH3:15]. (3) Given the reactants [CH3:1][C:2]1([CH3:18])[CH2:5][C:4]([C:12]([O:14]C(C)C)=[O:13])([C:6]([O:8]C(C)C)=[O:7])[CH2:3]1.[OH-].[K+], predict the reaction product. The product is: [CH3:1][C:2]1([CH3:18])[CH2:5][C:4]([C:6]([OH:8])=[O:7])([C:12]([OH:14])=[O:13])[CH2:3]1. (4) Given the reactants [Cl:1][C:2]1[CH:3]=[C:4]([C:12]2[O:16][N:15]=[C:14]([C:17]3[CH:35]=[CH:34][C:20]4[CH2:21][CH2:22][N:23]([CH2:26][CH2:27][CH2:28][C:29]([O:31]CC)=[O:30])[CH2:24][CH2:25][C:19]=4[CH:18]=3)[N:13]=2)[CH:5]=[N:6][C:7]=1[O:8][CH:9]([CH3:11])[CH3:10].[OH-].[Na+].C(O)(=O)C, predict the reaction product. The product is: [Cl:1][C:2]1[CH:3]=[C:4]([C:12]2[O:16][N:15]=[C:14]([C:17]3[CH:35]=[CH:34][C:20]4[CH2:21][CH2:22][N:23]([CH2:26][CH2:27][CH2:28][C:29]([OH:31])=[O:30])[CH2:24][CH2:25][C:19]=4[CH:18]=3)[N:13]=2)[CH:5]=[N:6][C:7]=1[O:8][CH:9]([CH3:10])[CH3:11]. (5) The product is: [F:18][C:17]([F:20])([F:19])[S:14]([O:13][C:10]1[CH:11]=[CH:12][C:7]([C@:2]([F:1])([CH3:6])[C:3]([NH:37][S:34]([CH3:33])(=[O:36])=[O:35])=[O:4])=[CH:8][CH:9]=1)(=[O:16])=[O:15]. Given the reactants [F:1][C@@:2]([C:7]1[CH:12]=[CH:11][C:10]([O:13][S:14]([C:17]([F:20])([F:19])[F:18])(=[O:16])=[O:15])=[CH:9][CH:8]=1)([CH3:6])[C:3](O)=[O:4].C1N=CN(C(N2C=NC=C2)=O)C=1.[CH3:33][S:34]([NH2:37])(=[O:36])=[O:35].C(N(CC)CC)C, predict the reaction product. (6) Given the reactants CS(O[CH:6]([CH2:23][NH:24][S:25]([C:28]1[CH:33]=[CH:32][C:31]([O:34][C:35]([F:38])([F:37])[F:36])=[CH:30][CH:29]=1)(=[O:27])=[O:26])[CH2:7][N:8]1[C:14]2[CH:15]=[CH:16][CH:17]=[CH:18][C:13]=2[CH2:12][CH2:11][C:10]2[CH:19]=[CH:20][CH:21]=[CH:22][C:9]1=2)(=O)=O.[C-:39]#[N:40].[Na+], predict the reaction product. The product is: [C:39]([CH:6]([CH2:7][N:8]1[C:14]2[CH:15]=[CH:16][CH:17]=[CH:18][C:13]=2[CH2:12][CH2:11][C:10]2[CH:19]=[CH:20][CH:21]=[CH:22][C:9]1=2)[CH2:23][NH:24][S:25]([C:28]1[CH:29]=[CH:30][C:31]([O:34][C:35]([F:38])([F:37])[F:36])=[CH:32][CH:33]=1)(=[O:26])=[O:27])#[N:40]. (7) Given the reactants COP([CH:7]([F:13])[C:8]([O:10][CH2:11][CH3:12])=[O:9])(OC)=O.[Mg+2].[Br-].[Br-].[Cl:17][C:18]1[C:19]([NH:26][C@@H:27]2[CH2:32][CH2:31][CH2:30][N:29]([C:33]([O:35][C:36]([CH3:39])([CH3:38])[CH3:37])=[O:34])[CH2:28]2)=[N:20][CH:21]=[C:22]([CH:24]=O)[CH:23]=1.Cl, predict the reaction product. The product is: [Cl:17][C:18]1[C:19]([NH:26][C@@H:27]2[CH2:32][CH2:31][CH2:30][N:29]([C:33]([O:35][C:36]([CH3:39])([CH3:38])[CH3:37])=[O:34])[CH2:28]2)=[N:20][CH:21]=[C:22](/[CH:24]=[C:7](\[F:13])/[C:8]([O:10][CH2:11][CH3:12])=[O:9])[CH:23]=1. (8) Given the reactants [NH2:1][C@H:2]1[CH2:6][CH2:5][N:4]([C@H:7]([C:12]([N:14]2[CH2:19][CH2:18][O:17][CH2:16][CH2:15]2)=[O:13])[C@@H:8]([CH3:11])[CH2:9][CH3:10])[C:3]1=[O:20].[Cl:21][C:22]1[CH:23]=[CH:24][C:25]([CH2:28][CH2:29][S:30](Cl)(=[O:32])=[O:31])=[N:26][CH:27]=1, predict the reaction product. The product is: [Cl:21][C:22]1[CH:23]=[CH:24][C:25]([CH2:28][CH2:29][S:30]([NH:1][C@H:2]2[CH2:6][CH2:5][N:4]([C@H:7]([C:12]([N:14]3[CH2:15][CH2:16][O:17][CH2:18][CH2:19]3)=[O:13])[C@@H:8]([CH3:11])[CH2:9][CH3:10])[C:3]2=[O:20])(=[O:32])=[O:31])=[N:26][CH:27]=1. (9) Given the reactants C(O)(C(F)(F)F)=O.C(OC([N:15](C(OC(C)(C)C)=O)[C:16]1[C:21]([C:22]2[O:26][N:25]=[C:24]([C:27]3[CH:32]=[CH:31][C:30]([CH2:33][N:34](C)[C:35](=O)OC(C)(C)C)=[CH:29][C:28]=3[F:43])[CH:23]=2)=[CH:20][C:19]([C:44]2[CH:49]=[CH:48][C:47]([S:50]([CH:53]([CH3:55])[CH3:54])(=[O:52])=[O:51])=[CH:46][N:45]=2)=[CH:18][N:17]=1)=O)(C)(C)C, predict the reaction product. The product is: [F:43][C:28]1[CH:29]=[C:30]([CH2:33][NH:34][CH3:35])[CH:31]=[CH:32][C:27]=1[C:24]1[CH:23]=[C:22]([C:21]2[C:16]([NH2:15])=[N:17][CH:18]=[C:19]([C:44]3[CH:49]=[CH:48][C:47]([S:50]([CH:53]([CH3:54])[CH3:55])(=[O:51])=[O:52])=[CH:46][N:45]=3)[CH:20]=2)[O:26][N:25]=1. (10) Given the reactants [Cl:1][N:2]1[N:7]=[C:6](Cl)[CH:5]=[C:4]([NH:9][C:10]2[CH:11]=[C:12]([S:37]([OH:40])(=[O:39])=[O:38])[C:13]([CH:16]=[CH:17][C:18]3[C:19]([S:33]([OH:36])(=[O:35])=[O:34])=[CH:20][C:21]([NH:24][C:25]4[NH:30][N:29]([Cl:31])[N:28]=[C:27](Cl)[CH:26]=4)=[CH:22][CH:23]=3)=[CH:14][CH:15]=2)[NH:3]1.[NH2:41][C:42]1[CH:51]=[CH:50][C:49]2[C:48]([S:52]([OH:55])(=[O:54])=[O:53])=[CH:47][CH:46]=[CH:45][C:44]=2[C:43]=1[S:56]([OH:59])(=[O:58])=[O:57], predict the reaction product. The product is: [Cl:1][N:2]1[N:7]=[C:6]([NH:41][C:42]2[CH:51]=[CH:50][C:49]3[C:44](=[CH:45][CH:46]=[CH:47][C:48]=3[S:52]([OH:55])(=[O:54])=[O:53])[C:43]=2[S:56]([OH:59])(=[O:58])=[O:57])[CH:5]=[C:4]([NH:9][C:10]2[CH:11]=[C:12]([S:37]([OH:40])(=[O:39])=[O:38])[C:13]([CH:16]=[CH:17][C:18]3[C:19]([S:33]([OH:36])(=[O:35])=[O:34])=[CH:20][C:21]([NH:24][C:25]4[NH:30][N:29]([Cl:31])[N:28]=[C:27]([NH:41][C:42]5[CH:51]=[CH:50][C:49]6[C:44](=[CH:45][CH:46]=[CH:47][C:48]=6[S:52]([OH:55])(=[O:54])=[O:53])[C:43]=5[S:56]([OH:59])(=[O:58])=[O:57])[CH:26]=4)=[CH:22][CH:23]=3)=[CH:14][CH:15]=2)[NH:3]1.